From a dataset of Full USPTO retrosynthesis dataset with 1.9M reactions from patents (1976-2016). Predict the reactants needed to synthesize the given product. (1) Given the product [C:20]([C:23]1[CH:27]=[C:26]([C:28]([NH:1][C@@H:2]([CH3:19])[CH2:3][N:4]2[CH:8]=[C:7]([Cl:9])[C:6]([C:10]3[CH:17]=[CH:16][C:13]([C:14]#[N:15])=[C:12]([Cl:18])[CH:11]=3)=[N:5]2)=[O:29])[NH:25][N:24]=1)(=[O:22])[CH3:21], predict the reactants needed to synthesize it. The reactants are: [NH2:1][C@@H:2]([CH3:19])[CH2:3][N:4]1[CH:8]=[C:7]([Cl:9])[C:6]([C:10]2[CH:17]=[CH:16][C:13]([C:14]#[N:15])=[C:12]([Cl:18])[CH:11]=2)=[N:5]1.[C:20]([C:23]1[CH:27]=[C:26]([C:28](O)=[O:29])[NH:25][N:24]=1)(=[O:22])[CH3:21].C1C=CC2N(O)N=NC=2C=1.CCN(C(C)C)C(C)C.CCN=C=NCCCN(C)C. (2) Given the product [Br:1][C:2]1[C:10]2[C:5](=[CH:6][C:7]([N+:13]([O-:15])=[O:14])=[C:8]([CH2:11][NH:35][C@@H:36]3[CH2:41][CH2:40][CH2:39][N:38]([C:42]([O:44][C:45]([CH3:48])([CH3:47])[CH3:46])=[O:43])[CH2:37]3)[CH:9]=2)[N:4]([C:16]([C:17]2[CH:22]=[CH:21][CH:20]=[CH:19][CH:18]=2)([C:23]2[CH:24]=[CH:25][CH:26]=[CH:27][CH:28]=2)[C:29]2[CH:34]=[CH:33][CH:32]=[CH:31][CH:30]=2)[N:3]=1, predict the reactants needed to synthesize it. The reactants are: [Br:1][C:2]1[C:10]2[C:5](=[CH:6][C:7]([N+:13]([O-:15])=[O:14])=[C:8]([CH2:11]Br)[CH:9]=2)[N:4]([C:16]([C:29]2[CH:34]=[CH:33][CH:32]=[CH:31][CH:30]=2)([C:23]2[CH:28]=[CH:27][CH:26]=[CH:25][CH:24]=2)[C:17]2[CH:22]=[CH:21][CH:20]=[CH:19][CH:18]=2)[N:3]=1.[NH2:35][C@@H:36]1[CH2:41][CH2:40][CH2:39][N:38]([C:42]([O:44][C:45]([CH3:48])([CH3:47])[CH3:46])=[O:43])[CH2:37]1. (3) Given the product [CH2:1]([N:8]1[CH2:20][C:19]2[C:18]3[C:13](=[C:14]([CH3:22])[CH:15]=[C:16]([Br:21])[CH:17]=3)[CH2:12][C:11]=2[CH2:10][CH2:9]1)[C:2]1[CH:7]=[CH:6][CH:5]=[CH:4][CH:3]=1, predict the reactants needed to synthesize it. The reactants are: [CH2:1]([N:8]1[CH2:20][C@H:19]2[C@H:11]([C:12](=O)[C:13]3[C:18]2=[CH:17][C:16]([Br:21])=[CH:15][C:14]=3[CH3:22])[CH2:10][CH2:9]1)[C:2]1[CH:7]=[CH:6][CH:5]=[CH:4][CH:3]=1.O.NN. (4) Given the product [S:1]1[CH:5]=[CH:4][CH:3]=[C:2]1[CH:6]=[C:12]1[C:11]2[CH:10]=[C:9]([NH2:8])[CH:21]=[CH:20][C:19]=2[C:18]2[C:13]1=[CH:14][CH:15]=[CH:16][CH:17]=2, predict the reactants needed to synthesize it. The reactants are: [S:1]1[CH:5]=[CH:4][CH:3]=[C:2]1[CH:6]=O.[NH2:8][C:9]1[CH:21]=[CH:20][C:19]2[C:18]3[C:13](=[CH:14][CH:15]=[CH:16][CH:17]=3)[CH2:12][C:11]=2[CH:10]=1.C(O)(C(F)(F)F)=O. (5) Given the product [N:17]1[CH:18]=[CH:19][CH:20]=[CH:21][C:16]=1[N:1]1[C:5]2=[N:6][CH:7]=[CH:8][CH:9]=[C:4]2[CH:3]=[C:2]1[C:10]([O:12][CH2:13][CH3:14])=[O:11], predict the reactants needed to synthesize it. The reactants are: [NH:1]1[C:5]2=[N:6][CH:7]=[CH:8][CH:9]=[C:4]2[CH:3]=[C:2]1[C:10]([O:12][CH2:13][CH3:14])=[O:11].I[C:16]1[CH:21]=[CH:20][CH:19]=[CH:18][N:17]=1. (6) Given the product [NH2:4][C:3]1[C:5]([O:10][CH3:11])=[CH:6][C:7]([F:9])=[CH:8][C:2]=1[C:12]#[N:13], predict the reactants needed to synthesize it. The reactants are: Br[C:2]1[CH:8]=[C:7]([F:9])[CH:6]=[C:5]([O:10][CH3:11])[C:3]=1[NH2:4].[C:12]([Cu])#[N:13].O. (7) The reactants are: [Cl:1][C:2]1[C:7]([NH:8][C:9](=O)[C:10]([O:12][CH2:13][CH3:14])=[O:11])=[CH:6][CH:5]=[C:4]([Cl:16])[N:3]=1.COC1C=CC(P2(SP(C3C=CC(OC)=CC=3)(=S)S2)=[S:26])=CC=1. Given the product [Cl:1][C:2]1[C:7]([NH:8][C:9](=[S:26])[C:10]([O:12][CH2:13][CH3:14])=[O:11])=[CH:6][CH:5]=[C:4]([Cl:16])[N:3]=1, predict the reactants needed to synthesize it.